Dataset: Peptide-MHC class II binding affinity with 134,281 pairs from IEDB. Task: Regression. Given a peptide amino acid sequence and an MHC pseudo amino acid sequence, predict their binding affinity value. This is MHC class II binding data. (1) The peptide sequence is SCWRGDSNWAQNRMK. The MHC is HLA-DPA10201-DPB11401 with pseudo-sequence HLA-DPA10201-DPB11401. The binding affinity (normalized) is 0. (2) The peptide sequence is QVPSASMGRDIKVQF. The MHC is DRB1_1302 with pseudo-sequence DRB1_1302. The binding affinity (normalized) is 0.227. (3) The peptide sequence is DVEMTKEASREYEDK. The MHC is H-2-IAb with pseudo-sequence H-2-IAb. The binding affinity (normalized) is 0.00791. (4) The peptide sequence is AFKVAATAANAAPHN. The MHC is DRB1_0701 with pseudo-sequence DRB1_0701. The binding affinity (normalized) is 0.601. (5) The peptide sequence is EKKYFAACQFEPLAA. The MHC is DRB1_0701 with pseudo-sequence DRB1_0701. The binding affinity (normalized) is 0.438. (6) The peptide sequence is LRPTFDTRLMRLEDEMKEGR. The MHC is DRB1_1301 with pseudo-sequence DRB1_1301. The binding affinity (normalized) is 0.426.